From a dataset of Catalyst prediction with 721,799 reactions and 888 catalyst types from USPTO. Predict which catalyst facilitates the given reaction. (1) Reactant: [C:1]([O:5][C:6]([N:8]1[CH2:14][CH2:13][CH2:12][NH:11][CH2:10][CH2:9]1)=[O:7])([CH3:4])([CH3:3])[CH3:2].[C:15]1(=O)[CH2:18][CH2:17][CH2:16]1.C(O[BH-](OC(=O)C)OC(=O)C)(=O)C.[Na+].[OH-].[Na+]. Product: [C:1]([O:5][C:6]([N:8]1[CH2:14][CH2:13][CH2:12][N:11]([CH:15]2[CH2:18][CH2:17][CH2:16]2)[CH2:10][CH2:9]1)=[O:7])([CH3:4])([CH3:2])[CH3:3]. The catalyst class is: 68. (2) Product: [CH:1]([C:4]1[O:8][N:7]=[C:6]([CH2:9][OH:10])[CH:5]=1)([CH3:3])[CH3:2]. Reactant: [CH:1]([C:4]1[O:8][N:7]=[C:6]([C:9](OCC)=[O:10])[CH:5]=1)([CH3:3])[CH3:2].[BH4-].[Na+].O. The catalyst class is: 8. (3) Reactant: [NH2:1][C:2]1[N:7]=[C:6](OS(C(F)(F)F)(=O)=O)[C:5]([F:16])=[C:4]([C:17]2[O:18][CH:19]=[CH:20][CH:21]=2)[N:3]=1.[NH2:22][CH2:23][CH2:24][C:25]1[CH:30]=[CH:29][C:28]([OH:31])=[CH:27][CH:26]=1. Product: [NH2:1][C:2]1[N:7]=[C:6]([NH:22][CH2:23][CH2:24][C:25]2[CH:30]=[CH:29][C:28]([OH:31])=[CH:27][CH:26]=2)[C:5]([F:16])=[C:4]([C:17]2[O:18][CH:19]=[CH:20][CH:21]=2)[N:3]=1. The catalyst class is: 57. (4) Reactant: C([Li])CCC.C(NC(C)C)(C)C.[Li+].CC([N-]C(C)C)C.[CH3:21][O:22][C:23]1[CH:39]=[CH:38][C:26]([CH2:27][N:28]2[CH:32]=[C:31]([C:33]([O:35][CH2:36][CH3:37])=[O:34])[CH:30]=[N:29]2)=[CH:25][CH:24]=1.CON(C)[C:43]([CH:45]1[CH2:47][CH2:46]1)=[O:44]. Product: [CH:45]1([C:43]([C:30]2[C:31]([C:33]([O:35][CH2:36][CH3:37])=[O:34])=[CH:32][N:28]([CH2:27][C:26]3[CH:25]=[CH:24][C:23]([O:22][CH3:21])=[CH:39][CH:38]=3)[N:29]=2)=[O:44])[CH2:47][CH2:46]1. The catalyst class is: 49.